Task: Predict the reactants needed to synthesize the given product.. Dataset: Full USPTO retrosynthesis dataset with 1.9M reactions from patents (1976-2016) (1) Given the product [C:33]([O:36][C:37]1[CH:42]=[C:41]([CH:43]([CH3:44])[CH3:45])[CH:40]=[C:39]([CH2:46][NH:1][CH2:2][C@@H:3]([OH:32])[C@@H:4]([NH:12][C:13](=[O:31])[C:14]2[CH:30]=[CH:29][CH:28]=[C:16]([C:17](=[O:18])[N:19]([CH3:27])[CH2:20][C:21]3[S:22][CH:23]=[C:24]([CH3:26])[N:25]=3)[CH:15]=2)[CH2:5][C:6]2[CH:11]=[CH:10][CH:9]=[CH:8][CH:7]=2)[CH:38]=1)(=[O:35])[CH3:34], predict the reactants needed to synthesize it. The reactants are: [NH2:1][CH2:2][C@@H:3]([OH:32])[C@@H:4]([NH:12][C:13](=[O:31])[C:14]1[CH:30]=[CH:29][CH:28]=[C:16]([C:17]([N:19]([CH3:27])[CH2:20][C:21]2[S:22][CH:23]=[C:24]([CH3:26])[N:25]=2)=[O:18])[CH:15]=1)[CH2:5][C:6]1[CH:11]=[CH:10][CH:9]=[CH:8][CH:7]=1.[C:33]([O:36][C:37]1[CH:42]=[C:41]([CH:43]([CH3:45])[CH3:44])[CH:40]=[C:39]([CH:46]=O)[CH:38]=1)(=[O:35])[CH3:34].CC(O)=O.[BH-](OC(C)=O)(OC(C)=O)OC(C)=O.[Na+]. (2) Given the product [O:1]1[CH2:2][CH2:3][N:4]([C:7]2[N:12]=[C:11]([C:13]3[CH:14]=[CH:15][C:16]([NH:19][C:20](=[O:22])[CH3:21])=[CH:17][CH:18]=3)[N:10]=[C:9]3[NH:23][N:24]=[CH:25][C:8]=23)[CH2:5][CH2:6]1, predict the reactants needed to synthesize it. The reactants are: [O:1]1[CH2:6][CH2:5][N:4]([C:7]2[N:12]=[C:11]([C:13]3[CH:18]=[CH:17][C:16]([NH:19][C:20](=[O:22])[CH3:21])=[CH:15][CH:14]=3)[N:10]=[C:9]3[N:23](C4CCCCO4)[N:24]=[CH:25][C:8]=23)[CH2:3][CH2:2]1.Cl. (3) Given the product [Cl:38][C:39]1[C:40]2[C:9]3[C:10](=[N:11][N:12]([C:14]([C:21]4[CH:26]=[CH:25][CH:24]=[CH:23][CH:22]=4)([C:27]4[CH:32]=[CH:31][CH:30]=[CH:29][CH:28]=4)[C:15]4[CH:20]=[CH:19][CH:18]=[CH:17][CH:16]=4)[CH:13]=3)[C:33](=[O:34])[NH:45][C:41]=2[N:42]=[CH:43][CH:44]=1, predict the reactants needed to synthesize it. The reactants are: CC1(C)C(C)(C)OB([C:9]2[C:10]([C:33](OC)=[O:34])=[N:11][N:12]([C:14]([C:27]3[CH:32]=[CH:31][CH:30]=[CH:29][CH:28]=3)([C:21]3[CH:26]=[CH:25][CH:24]=[CH:23][CH:22]=3)[C:15]3[CH:20]=[CH:19][CH:18]=[CH:17][CH:16]=3)[CH:13]=2)O1.[Cl:38][C:39]1[CH:44]=[CH:43][N:42]=[C:41]([NH2:45])[C:40]=1I.COC1C=CC=C(OC)C=1C1C=CC=CC=1P(C1CCCCC1)C1CCCCC1.C([O-])([O-])=O.[K+].[K+]. (4) Given the product [CH2:21]([NH:23][C:4]1[N:5]=[CH:6][C:7]2[CH:13]=[CH:12][C:11](=[O:14])[N:10]([C:15]3[CH:20]=[CH:19][CH:18]=[CH:17][CH:16]=3)[C:8]=2[N:9]=1)[CH3:22], predict the reactants needed to synthesize it. The reactants are: CS([C:4]1[N:5]=[CH:6][C:7]2[CH:13]=[CH:12][C:11](=[O:14])[N:10]([C:15]3[CH:20]=[CH:19][CH:18]=[CH:17][CH:16]=3)[C:8]=2[N:9]=1)=O.[CH2:21]([NH2:23])[CH3:22]. (5) Given the product [CH2:35]([O:42][C:43]1[CH:44]=[CH:45][C:46]([C@@H:54]([O:57][Si:58]([C:61]([CH3:64])([CH3:63])[CH3:62])([CH3:60])[CH3:59])[CH2:55][NH:65][CH2:66][C:67]2([CH2:84][OH:85])[CH2:72][CH2:71][N:70]([CH2:73][CH2:74][O:75][CH2:76][CH2:77][C:78]3[CH:79]=[CH:80][CH:81]=[CH:82][CH:83]=3)[CH2:69][CH2:68]2)=[C:47]2[C:52]=1[NH:51][C:50](=[O:53])[CH:49]=[CH:48]2)[C:36]1[CH:41]=[CH:40][CH:39]=[CH:38][CH:37]=1, predict the reactants needed to synthesize it. The reactants are: OC1C=CC([C@@H](O)CN[C@H]2CC[C@H](NCCOCCC3C=CC=CC=3)CC2)=C2C=1NC(=O)C=C2.[CH2:35]([O:42][C:43]1[CH:44]=[CH:45][C:46]([C@@H:54]([O:57][Si:58]([C:61]([CH3:64])([CH3:63])[CH3:62])([CH3:60])[CH3:59])[CH2:55]Br)=[C:47]2[C:52]=1[NH:51][C:50](=[O:53])[CH:49]=[CH:48]2)[C:36]1[CH:41]=[CH:40][CH:39]=[CH:38][CH:37]=1.[NH2:65][CH2:66][C:67]1([CH2:84][OH:85])[CH2:72][CH2:71][N:70]([CH2:73][CH2:74][O:75][CH2:76][CH2:77][C:78]2[CH:83]=[CH:82][CH:81]=[CH:80][CH:79]=2)[CH2:69][CH2:68]1.[I-].[K+].C(=O)(O)[O-].[Na+]. (6) Given the product [F:37][C:34]([F:35])([F:36])[C:32]1[CH:33]=[C:28]([CH:29]=[C:30]([C:38]([F:39])([F:40])[F:41])[CH:31]=1)[CH2:27][C:25]1[C:24]([N:42]2[CH2:43][CH2:44][O:45][CH2:46][CH2:47]2)=[CH:23][N:22]=[C:21]([NH:20][C@@H:11]2[C:12]3[C:17](=[CH:16][CH:15]=[C:14]([O:18][CH3:19])[N:13]=3)[NH:8][C@H:9]([CH2:48][CH3:49])[CH2:10]2)[N:26]=1, predict the reactants needed to synthesize it. The reactants are: C(OC([N:8]1[C:17]2[C:12](=[N:13][C:14]([O:18][CH3:19])=[CH:15][CH:16]=2)[C@@H:11]([NH:20][C:21]2[N:26]=[C:25]([CH2:27][C:28]3[CH:33]=[C:32]([C:34]([F:37])([F:36])[F:35])[CH:31]=[C:30]([C:38]([F:41])([F:40])[F:39])[CH:29]=3)[C:24]([N:42]3[CH2:47][CH2:46][O:45][CH2:44][CH2:43]3)=[CH:23][N:22]=2)[CH2:10][C@H:9]1[CH2:48][CH3:49])=O)(C)(C)C.Cl.O1CCOCC1.C(=O)([O-])O.[Na+].